Predict which catalyst facilitates the given reaction. From a dataset of Catalyst prediction with 721,799 reactions and 888 catalyst types from USPTO. (1) Reactant: Cl.Cl.CCOCC.Cl.Cl.[F:10][C:11]1[CH:12]=[C:13]2[C:17](=[CH:18][CH:19]=1)[NH:16][CH:15]=[C:14]2[CH2:20][CH2:21][CH2:22][N:23]([CH2:38][CH2:39][CH3:40])[CH:24]1[CH2:37][O:36][C:35]2[C:26](=[C:27]3[C:32](=[CH:33][CH:34]=2)[N:31]=[CH:30][CH:29]=[CH:28]3)[CH2:25]1. Product: [F:10][C:11]1[CH:12]=[C:13]2[C:17](=[CH:18][CH:19]=1)[NH:16][CH:15]=[C:14]2[CH2:20][CH2:21][CH2:22][N:23]([CH2:38][CH2:39][CH3:40])[CH:24]1[CH2:37][O:36][C:35]2[C:26](=[C:27]3[C:32](=[CH:33][CH:34]=2)[N:31]=[CH:30][CH:29]=[CH:28]3)[CH2:25]1. The catalyst class is: 13. (2) Reactant: [CH3:1][O:2][C:3]1[CH:11]=[CH:10][C:9]([I:12])=[C:8]2[C:4]=1[CH:5](O)[N:6](C(C)(C1C=CC=CC=1)C)[C:7]2=[O:13].FC(F)(F)C(O)=O.C([SiH](CC)CC)C. Product: [CH3:1][O:2][C:3]1[CH:11]=[CH:10][C:9]([I:12])=[C:8]2[C:4]=1[CH2:5][NH:6][C:7]2=[O:13]. The catalyst class is: 463. (3) Reactant: OS(O)(=O)=O.[CH:6]1[C:15]2[C:10](=[CH:11][CH:12]=[CH:13][CH:14]=2)[CH:9]=[CH:8][N:7]=1.C1C(=O)N([Br:23])C(=O)C1. Product: [Br:23][C:11]1[CH:12]=[CH:13][CH:14]=[C:15]2[C:10]=1[CH:9]=[CH:8][N:7]=[CH:6]2. The catalyst class is: 25.